This data is from hERG potassium channel inhibition data for cardiac toxicity prediction from Karim et al.. The task is: Regression/Classification. Given a drug SMILES string, predict its toxicity properties. Task type varies by dataset: regression for continuous values (e.g., LD50, hERG inhibition percentage) or binary classification for toxic/non-toxic outcomes (e.g., AMES mutagenicity, cardiotoxicity, hepatotoxicity). Dataset: herg_karim. (1) The compound is COc1cc(-c2cn(CC(=O)N3CCC(c4nc5ccccc5o4)CC3)nn2)ccc1-n1cnc(C)c1. The result is 0 (non-blocker). (2) The molecule is NC1=N[C@@]2(CO1)c1cc(-c3cccnc3F)ccc1Oc1c2cc(C2=CCCCO2)nc1F. The result is 0 (non-blocker).